Dataset: Forward reaction prediction with 1.9M reactions from USPTO patents (1976-2016). Task: Predict the product of the given reaction. (1) Given the reactants [C:1]([N:9]1[C:17]2[C:12](=[CH:13][C:14]([O:19]C)=[C:15]([F:18])[CH:16]=2)[C:11]([CH2:21][C:22]([OH:24])=[O:23])=[C:10]1[CH3:25])(=[O:8])[C:2]1[CH:7]=[CH:6][CH:5]=[CH:4][CH:3]=1, predict the reaction product. The product is: [C:1]([N:9]1[C:17]2[C:12](=[CH:13][C:14]([OH:19])=[C:15]([F:18])[CH:16]=2)[C:11]([CH2:21][C:22]([OH:24])=[O:23])=[C:10]1[CH3:25])(=[O:8])[C:2]1[CH:7]=[CH:6][CH:5]=[CH:4][CH:3]=1. (2) Given the reactants Br[C:2]1[CH:3]=[CH:4][C:5]([O:8][CH2:9][CH2:10][C@H:11]([CH:13]2[CH2:18][CH2:17][N:16]([C:19]3[O:23][N:22]=[C:21]([CH:24]([CH3:26])[CH3:25])[N:20]=3)[CH2:15][CH2:14]2)[CH3:12])=[N:6][CH:7]=1.[C:27]([O:31][C:32](=[O:46])[NH:33][C@@H:34]1[C@@H:38]([N:39]2[CH2:44][CH2:43][CH2:42][CH2:41][C:40]2=[O:45])[CH2:37][NH:36][CH2:35]1)([CH3:30])([CH3:29])[CH3:28].CC(P(C(C)(C)C)C1C(C2C=CC=CC=2)=CC=CC=1)(C)C.CC(C)([O-])C.[Na+], predict the reaction product. The product is: [C:27]([O:31][C:32](=[O:46])[NH:33][C@@H:34]1[C@@H:38]([N:39]2[CH2:44][CH2:43][CH2:42][CH2:41][C:40]2=[O:45])[CH2:37][N:36]([C:2]2[CH:7]=[N:6][C:5]([O:8][CH2:9][CH2:10][C@H:11]([CH:13]3[CH2:18][CH2:17][N:16]([C:19]4[O:23][N:22]=[C:21]([CH:24]([CH3:26])[CH3:25])[N:20]=4)[CH2:15][CH2:14]3)[CH3:12])=[CH:4][CH:3]=2)[CH2:35]1)([CH3:30])([CH3:28])[CH3:29].